Dataset: Full USPTO retrosynthesis dataset with 1.9M reactions from patents (1976-2016). Task: Predict the reactants needed to synthesize the given product. (1) Given the product [CH3:1][O:2][C:3](=[O:34])[CH2:4][C:5]1[CH:10]=[CH:9][CH:8]=[C:7]([O:11][C:12]2[CH:17]=[CH:16][C:15]([C:18]([F:21])([F:19])[F:20])=[CH:14][C:13]=2[CH2:22][N:23]2[CH:24]3[CH2:32][C:31]4[C:26]([CH:25]3[O:33][C:35]2=[O:36])=[CH:27][CH:28]=[CH:29][CH:30]=4)[CH:6]=1, predict the reactants needed to synthesize it. The reactants are: [CH3:1][O:2][C:3](=[O:34])[CH2:4][C:5]1[CH:10]=[CH:9][CH:8]=[C:7]([O:11][C:12]2[CH:17]=[CH:16][C:15]([C:18]([F:21])([F:20])[F:19])=[CH:14][C:13]=2[CH2:22][NH:23][CH:24]2[CH2:32][C:31]3[C:26](=[CH:27][CH:28]=[CH:29][CH:30]=3)[C@@H:25]2[OH:33])[CH:6]=1.[C:35](Cl)(Cl)=[O:36]. (2) Given the product [F:1][C:2]([F:39])([F:38])[C:3]1[CH:4]=[C:5]([CH:31]=[C:32]([C:34]([F:37])([F:36])[F:35])[CH:33]=1)[CH2:6][N:7]1[CH2:14][CH2:13][CH2:12][NH:11][C:10]2[N:15]=[C:16]([N:49]3[CH2:50][CH2:51][N:46]([C:41]4[N:40]=[CH:45][CH:44]=[CH:43][N:42]=4)[CH2:47][CH2:48]3)[N:17]=[C:18]([C:19]3[CH:24]=[CH:23][CH:22]=[CH:21][C:20]=3[CH3:25])[C:9]=2[C:8]1=[O:30], predict the reactants needed to synthesize it. The reactants are: [F:1][C:2]([F:39])([F:38])[C:3]1[CH:4]=[C:5]([CH:31]=[C:32]([C:34]([F:37])([F:36])[F:35])[CH:33]=1)[CH2:6][N:7]1[CH2:14][CH2:13][CH2:12][NH:11][C:10]2[N:15]=[C:16](S(C)(=O)=O)[N:17]=[C:18]([C:19]3[CH:24]=[CH:23][CH:22]=[CH:21][C:20]=3[CH3:25])[C:9]=2[C:8]1=[O:30].[N:40]1[CH:45]=[CH:44][CH:43]=[N:42][C:41]=1[N:46]1[CH2:51][CH2:50][NH:49][CH2:48][CH2:47]1. (3) Given the product [CH:1]1([NH:4][C:33](=[O:34])[CH:32]([N:30]2[CH:31]=[C:27]([C:25]3[CH:24]=[N:23][N:22]4[C:18]([C:14]5[CH:15]=[CH:16][CH:17]=[C:12]([NH:11][C:9]([NH:8][CH2:7][C:6]([F:38])([F:37])[F:5])=[O:10])[CH:13]=5)=[CH:19][N:20]=[C:21]4[CH:26]=3)[CH:28]=[N:29]2)[CH3:36])[CH2:3][CH2:2]1, predict the reactants needed to synthesize it. The reactants are: [CH:1]1([NH2:4])[CH2:3][CH2:2]1.[F:5][C:6]([F:38])([F:37])[CH2:7][NH:8][C:9]([NH:11][C:12]1[CH:13]=[C:14]([C:18]2[N:22]3[N:23]=[CH:24][C:25]([C:27]4[CH:28]=[N:29][N:30]([CH:32]([CH3:36])[C:33](O)=[O:34])[CH:31]=4)=[CH:26][C:21]3=[N:20][CH:19]=2)[CH:15]=[CH:16][CH:17]=1)=[O:10].F[P-](F)(F)(F)(F)F.N1(O[P+](N(C)C)(N(C)C)N(C)C)C2C=CC=CC=2N=N1.C(N(CC)CC)C. (4) Given the product [Cl:19][CH:20]([C:22]([F:25])([F:24])[F:23])[CH2:21][C:4]([CH2:3][C:2]([F:18])([F:1])[C:9]([F:16])([F:17])[C:10]([F:14])([F:15])[CH:11]([F:13])[F:12])([C:7]#[N:8])[C:5]#[N:6], predict the reactants needed to synthesize it. The reactants are: [F:1][C:2]([F:18])([C:9]([F:17])([F:16])[C:10]([F:15])([F:14])[CH:11]([F:13])[F:12])[CH2:3][CH:4]([C:7]#[N:8])[C:5]#[N:6].[Cl:19][C:20]([C:22]([F:25])([F:24])[F:23])=[CH2:21].Cl. (5) Given the product [CH2:21]([O:23][C:24](=[O:44])[CH2:25][C:26]1([C:29]2[CH:34]=[CH:33][C:32]([C:2]3[CH:7]=[CH:6][C:5]([C:8]4[O:12][N:11]=[C:10]([CH3:13])[C:9]=4[NH:14][CH:15]([CH3:20])[CH2:16][CH2:17][CH2:18][OH:19])=[CH:4][CH:3]=3)=[CH:31][CH:30]=2)[CH2:28][CH2:27]1)[CH3:22], predict the reactants needed to synthesize it. The reactants are: Br[C:2]1[CH:7]=[CH:6][C:5]([C:8]2[O:12][N:11]=[C:10]([CH3:13])[C:9]=2[NH:14][CH:15]([CH3:20])[CH2:16][CH2:17][CH2:18][OH:19])=[CH:4][CH:3]=1.[CH2:21]([O:23][C:24](=[O:44])[CH2:25][C:26]1([C:29]2[CH:34]=[CH:33][C:32](B3OC(C)(C)C(C)(C)O3)=[CH:31][CH:30]=2)[CH2:28][CH2:27]1)[CH3:22]. (6) Given the product [CH2:1]([O:8][C:9](=[O:23])[C@@H:10]([NH:15][C:16]([O:18][C:19]([CH3:21])([CH3:20])[CH3:22])=[O:17])[CH2:11][CH2:12][OH:13])[C:2]1[CH:7]=[CH:6][CH:5]=[CH:4][CH:3]=1, predict the reactants needed to synthesize it. The reactants are: [CH2:1]([O:8][C:9](=[O:23])[C@@H:10]([NH:15][C:16]([O:18][C:19]([CH3:22])([CH3:21])[CH3:20])=[O:17])[CH2:11][C:12](O)=[O:13])[C:2]1[CH:7]=[CH:6][CH:5]=[CH:4][CH:3]=1.